This data is from Forward reaction prediction with 1.9M reactions from USPTO patents (1976-2016). The task is: Predict the product of the given reaction. (1) Given the reactants [NH2:1][CH2:2][C@H:3]1[C@H:9]([C:10]2[CH:15]=[CH:14][C:13]([Cl:16])=[C:12]([F:17])[CH:11]=2)[O:8][CH2:7][CH2:6][N:5](C(OC(C)(C)C)=O)[CH2:4]1.[F:25][C:26]1[C:27]([O:32][CH2:33][C:34](O)=[O:35])=[N:28][CH:29]=[CH:30][CH:31]=1, predict the reaction product. The product is: [Cl:16][C:13]1[CH:14]=[CH:15][C:10]([C@@H:9]2[O:8][CH2:7][CH2:6][NH:5][CH2:4][C@H:3]2[CH2:2][NH:1][C:34](=[O:35])[CH2:33][O:32][C:27]2[C:26]([F:25])=[CH:31][CH:30]=[CH:29][N:28]=2)=[CH:11][C:12]=1[F:17]. (2) Given the reactants [F:1][C:2]1([F:33])[CH2:32][CH2:31][C:5]2[C:6]([C:25]3[S:26][CH:27]=[C:28]([CH3:30])[N:29]=3)=[C:7]([NH:9][C:10]([C:12]3[C:17]([C:18]([O:20]C(C)(C)C)=[O:19])=[CH:16][CH:15]=[CH:14][N:13]=3)=[O:11])[S:8][C:4]=2[CH2:3]1.Cl, predict the reaction product. The product is: [F:33][C:2]1([F:1])[CH2:3][C:4]2[S:8][C:7]([NH:9][C:10]([C:12]3[N:13]=[CH:14][CH:15]=[CH:16][C:17]=3[C:18]([OH:20])=[O:19])=[O:11])=[C:6]([C:25]3[S:26][CH:27]=[C:28]([CH3:30])[N:29]=3)[C:5]=2[CH2:31][CH2:32]1. (3) The product is: [N:30]1([CH2:29][CH2:28][O:27][C:24]2[CH:23]=[CH:22][C:21]([CH:19]3[C:18]4[C:14]5[CH:13]=[CH:12][C:11]([OH:10])=[CH:44][C:15]=5[S:16][C:17]=4[CH2:36][C:37]4[CH:38]=[CH:39][CH:40]=[CH:41][C:42]=4[O:20]3)=[CH:26][CH:25]=2)[CH2:35][CH2:34][CH2:33][CH2:32][CH2:31]1. Given the reactants CC(C[AlH]CC(C)C)C.[OH:10][C:11]1[CH:12]=[CH:13][C:14]2[C:18]([C:19]([C:21]3[CH:26]=[CH:25][C:24]([O:27][CH2:28][CH2:29][N:30]4[CH2:35][CH2:34][CH2:33][CH2:32][CH2:31]4)=[CH:23][CH:22]=3)=[O:20])=[C:17]([CH2:36][C:37]3[CH:42]=[CH:41][CH:40]=[CH:39][C:38]=3O)[S:16][C:15]=2[CH:44]=1, predict the reaction product.